Dataset: Reaction yield outcomes from USPTO patents with 853,638 reactions. Task: Predict the reaction yield, written as a fraction of the theoretical maximum amount of product (1.0 means a 100% yield; for example, 0.34 means a 34% yield). The reactants are [CH2:1]([C:3]1[CH:11]=[CH:10][C:9]2[NH:8][C:7]3[CH2:12][CH2:13][N:14]([CH3:16])[CH2:15][C:6]=3[C:5]=2[CH:4]=1)[CH3:2].[OH-].[K+].[F:19][C:20]([F:30])([F:29])[C:21]1[CH:26]=[CH:25][C:24]([CH:27]=[CH2:28])=[CH:23][N:22]=1. The catalyst is CN1CCCC1=O.[Cl-].[Na+].O. The product is [CH2:1]([C:3]1[CH:11]=[CH:10][C:9]2[N:8]([CH2:28][CH2:27][C:24]3[CH:23]=[N:22][C:21]([C:20]([F:30])([F:19])[F:29])=[CH:26][CH:25]=3)[C:7]3[CH2:12][CH2:13][N:14]([CH3:16])[CH2:15][C:6]=3[C:5]=2[CH:4]=1)[CH3:2]. The yield is 0.570.